This data is from Reaction yield outcomes from USPTO patents with 853,638 reactions. The task is: Predict the reaction yield, written as a fraction of the theoretical maximum amount of product (1.0 means a 100% yield; for example, 0.34 means a 34% yield). (1) The reactants are C([O:8][C:9]1[C:14]([Cl:15])=[CH:13][C:12]([C:16]2[C:24]3[C:23]([OH:25])=[C:22]([C:26]#[N:27])[C:21](=[O:28])[NH:20][C:19]=3[S:18][CH:17]=2)=[CH:11][C:10]=1[Cl:29])C1C=CC=CC=1. The catalyst is Br.CC(O)=O. The product is [Cl:29][C:10]1[CH:11]=[C:12]([C:16]2[C:24]3[C:23]([OH:25])=[C:22]([C:26]#[N:27])[C:21](=[O:28])[NH:20][C:19]=3[S:18][CH:17]=2)[CH:13]=[C:14]([Cl:15])[C:9]=1[OH:8]. The yield is 0.660. (2) The reactants are [CH3:1][N:2]1[CH2:8][CH2:7][CH2:6][N:5]([C:9]2[CH:18]=[CH:17][C:12]([C:13]([O:15]C)=O)=[CH:11][CH:10]=2)[CH2:4][CH2:3]1.[CH3:19][O:20][C:21]1[CH:22]=[C:23]([CH2:29][CH2:30][C:31]2[CH:32]=[C:33]([NH2:36])[NH:34][N:35]=2)[CH:24]=[C:25]([O:27][CH3:28])[CH:26]=1.C[Al](C)C.C1(C)C=CC=CC=1. No catalyst specified. The product is [CH3:28][O:27][C:25]1[CH:24]=[C:23]([CH2:29][CH2:30][C:31]2[CH:32]=[C:33]([NH:36][C:13](=[O:15])[C:12]3[CH:11]=[CH:10][C:9]([N:5]4[CH2:6][CH2:7][CH2:8][N:2]([CH3:1])[CH2:3][CH2:4]4)=[CH:18][CH:17]=3)[NH:34][N:35]=2)[CH:22]=[C:21]([O:20][CH3:19])[CH:26]=1. The yield is 0.204. (3) The reactants are C([O:8][C:9](=O)[C@H:10]([CH2:26][C:27]1[CH:32]=[CH:31][CH:30]=[CH:29][CH:28]=1)[N:11]([CH2:19][C:20]1[CH:25]=[CH:24][CH:23]=[CH:22][CH:21]=1)[CH2:12][C:13]1[CH:18]=[CH:17][CH:16]=[CH:15][CH:14]=1)C1C=CC=CC=1.Br[CH2:35][Cl:36].CCCCCC.C([Li])CCC.[Cl-].[NH4+]. The catalyst is O1CCCC1.CCCCCC. The product is [CH2:19]([N:11]([CH2:12][C:13]1[CH:14]=[CH:15][CH:16]=[CH:17][CH:18]=1)[C@@H:10]([CH2:26][C:27]1[CH:28]=[CH:29][CH:30]=[CH:31][CH:32]=1)[C:9](=[O:8])[CH2:35][Cl:36])[C:20]1[CH:21]=[CH:22][CH:23]=[CH:24][CH:25]=1. The yield is 0.900. (4) The catalyst is O. The reactants are [Br:1][C:2]1[C:3]([NH2:10])=[C:4]([NH2:9])[C:5]([Br:8])=[CH:6][CH:7]=1.C(O)(=O)C.[C:15]1([C:21]([C:23]([C:25]2[CH:30]=[CH:29][CH:28]=[CH:27][CH:26]=2)=O)=O)[CH:20]=[CH:19][CH:18]=[CH:17][CH:16]=1.C(=O)(O)[O-].[Na+]. The product is [Br:1][C:2]1[CH:7]=[CH:6][C:5]([Br:8])=[C:4]2[C:3]=1[N:10]=[C:21]([C:15]1[CH:20]=[CH:19][CH:18]=[CH:17][CH:16]=1)[C:23]([C:25]1[CH:30]=[CH:29][CH:28]=[CH:27][CH:26]=1)=[N:9]2. The yield is 0.860. (5) The reactants are [CH3:1][C:2]1[CH:11]=[CH:10][C:9]2[C:4](=[CH:5][CH:6]=[CH:7][C:8]=2[N:12]2[CH2:17][CH2:16][NH:15][CH2:14][CH2:13]2)[N:3]=1.Br[CH2:19][CH2:20][O:21][C:22]1[CH:23]=[CH:24][C:25]2[O:30][CH2:29][C:28](=[O:31])[NH:27][C:26]=2[CH:32]=1. No catalyst specified. The product is [CH3:1][C:2]1[CH:11]=[CH:10][C:9]2[C:4](=[CH:5][CH:6]=[CH:7][C:8]=2[N:12]2[CH2:17][CH2:16][N:15]([CH2:19][CH2:20][O:21][C:22]3[CH:23]=[CH:24][C:25]4[O:30][CH2:29][C:28](=[O:31])[NH:27][C:26]=4[CH:32]=3)[CH2:14][CH2:13]2)[N:3]=1. The yield is 0.680.